From a dataset of Catalyst prediction with 721,799 reactions and 888 catalyst types from USPTO. Predict which catalyst facilitates the given reaction. Reactant: Cl[C:2]([O:4][C:5]1[CH:10]=[CH:9][C:8]([O:11][C:12]2[CH:17]=[CH:16][C:15]([C:18]([F:21])([F:20])[F:19])=[CH:14][N:13]=2)=[CH:7][CH:6]=1)=[O:3].[Cl:22][C:23]1[CH:35]=[CH:34][CH:33]=[C:32]([F:36])[C:24]=1[CH2:25][N:26]1[CH2:31][CH2:30][NH:29][CH2:28][CH2:27]1.[K+].[Br-]. Product: [F:19][C:18]([F:21])([F:20])[C:15]1[CH:16]=[CH:17][C:12]([O:11][C:8]2[CH:9]=[CH:10][C:5]([O:4][C:2]([N:29]3[CH2:28][CH2:27][N:26]([CH2:25][C:24]4[C:32]([F:36])=[CH:33][CH:34]=[CH:35][C:23]=4[Cl:22])[CH2:31][CH2:30]3)=[O:3])=[CH:6][CH:7]=2)=[N:13][CH:14]=1. The catalyst class is: 8.